The task is: Predict which catalyst facilitates the given reaction.. This data is from Catalyst prediction with 721,799 reactions and 888 catalyst types from USPTO. (1) The catalyst class is: 5. Product: [Br:1][C:2]1[S:6][C:5]([C:7]([NH:9][C:10]2([C:15]([OH:17])=[O:16])[CH2:14][CH2:13][CH2:12][CH2:11]2)=[O:8])=[CH:4][CH:3]=1. Reactant: [Br:1][C:2]1[S:6][C:5]([C:7]([NH:9][C:10]2([C:15]([O:17]C)=[O:16])[CH2:14][CH2:13][CH2:12][CH2:11]2)=[O:8])=[CH:4][CH:3]=1.[OH-].[Na+]. (2) Reactant: [C:1]1([CH3:19])[CH:6]=[CH:5][CH:4]=[C:3]([C:7]2[N:14]=[C:13]([C:15]([F:18])([F:17])[F:16])[CH:12]=[CH:11][C:8]=2[C:9]#[N:10])[CH:2]=1. Product: [C:1]1([CH3:19])[CH:6]=[CH:5][CH:4]=[C:3]([C:7]2[C:8]([CH2:9][NH2:10])=[CH:11][CH:12]=[C:13]([C:15]([F:17])([F:16])[F:18])[N:14]=2)[CH:2]=1. The catalyst class is: 328. (3) Reactant: C([O:8][CH2:9][CH2:10][O:11][CH2:12][CH2:13][CH2:14][O:15][CH2:16][C:17]([O:19][C:20]([CH3:23])([CH3:22])[CH3:21])=[O:18])C1C=CC=CC=1.[H][H]. Product: [OH:8][CH2:9][CH2:10][O:11][CH2:12][CH2:13][CH2:14][O:15][CH2:16][C:17]([O:19][C:20]([CH3:23])([CH3:22])[CH3:21])=[O:18]. The catalyst class is: 43.